Dataset: CYP3A4 inhibition data for predicting drug metabolism from PubChem BioAssay. Task: Regression/Classification. Given a drug SMILES string, predict its absorption, distribution, metabolism, or excretion properties. Task type varies by dataset: regression for continuous measurements (e.g., permeability, clearance, half-life) or binary classification for categorical outcomes (e.g., BBB penetration, CYP inhibition). Dataset: cyp3a4_veith. (1) The compound is COc1ccc(CN(C(=O)Cc2cccs2)C(C(=O)NC2CCCC2)c2ccncc2)cc1. The result is 1 (inhibitor). (2) The drug is CC(C)(C)c1ccc(O)c(C[N+](C)(C)C)c1. The result is 0 (non-inhibitor). (3) The compound is Cc1ccc(C(=O)Nc2ccccc2-c2ccccc2)cc1S(=O)(=O)Nc1cccc(C)c1C. The result is 1 (inhibitor).